From a dataset of Full USPTO retrosynthesis dataset with 1.9M reactions from patents (1976-2016). Predict the reactants needed to synthesize the given product. (1) Given the product [OH:1][C:2]1[C:15]2[C:14](=[O:16])[C:13]3[C:8](=[CH:9][CH:10]=[CH:11][CH:12]=3)[C:7](=[O:17])[C:6]=2[CH:5]=[C:4]([O:18][CH2:19][CH2:20][CH2:21][NH:26][CH:23]([CH3:24])[CH3:27])[CH:3]=1, predict the reactants needed to synthesize it. The reactants are: [OH:1][C:2]1[C:15]2[C:14](=[O:16])[C:13]3[C:8](=[CH:9][CH:10]=[CH:11][CH:12]=3)[C:7](=[O:17])[C:6]=2[CH:5]=[C:4]([O:18][CH2:19][CH2:20][CH2:21]Br)[CH:3]=1.[CH2:23]([NH2:26])[CH2:24]C.[CH3:27]CO. (2) Given the product [Cl:21][C:22]1[CH:27]=[CH:26][C:25]([C:9]2([OH:13])[CH2:10][CH2:11][CH2:12][CH:8]2[NH:7][S:4]([CH:2]([CH3:1])[CH3:3])(=[O:5])=[O:6])=[CH:24][CH:23]=1, predict the reactants needed to synthesize it. The reactants are: [CH3:1][CH:2]([S:4]([NH:7][CH:8]1[CH2:12][CH2:11][CH2:10][CH:9]1[O:13]CC1C=CC=CC=1)(=[O:6])=[O:5])[CH3:3].[Cl:21][C:22]1[CH:27]=[CH:26][C:25]([Mg]Br)=[CH:24][CH:23]=1.[Cl-].[NH4+]. (3) Given the product [Br:1][C:2]1[C:7]([CH3:8])=[CH:6][C:5]([O:9][CH3:10])=[CH:4][C:3]=1[CH2:11][O:19][C:20]1[CH:29]=[CH:28][CH:27]=[CH:26][C:21]=1[C:22]([O:24][CH3:25])=[O:23], predict the reactants needed to synthesize it. The reactants are: [Br:1][C:2]1[C:7]([CH3:8])=[CH:6][C:5]([O:9][CH3:10])=[CH:4][C:3]=1[CH2:11]Br.C([O-])([O-])=O.[K+].[K+].[OH:19][C:20]1[CH:29]=[CH:28][CH:27]=[CH:26][C:21]=1[C:22]([O:24][CH3:25])=[O:23].[NH4+].[Cl-]. (4) The reactants are: Br[C:2]1[N:6]2[CH:7]=[C:8]([CH:22]3[CH2:24][CH2:23]3)[C:9]([O:11][CH2:12][C:13]3([CH3:21])[CH2:20][CH2:19][C:16]4([CH2:18][CH2:17]4)[CH2:15][CH2:14]3)=[CH:10][C:5]2=[N:4][N:3]=1.CS(N)(=O)=O.[CH:30]1([S:33]([NH2:36])(=[O:35])=[O:34])[CH2:32][CH2:31]1. Given the product [CH:22]1([C:8]2[C:9]([O:11][CH2:12][C:13]3([CH3:21])[CH2:14][CH2:15][C:16]4([CH2:17][CH2:18]4)[CH2:19][CH2:20]3)=[CH:10][C:5]3[N:6]([C:2]([NH:36][S:33]([CH:30]4[CH2:32][CH2:31]4)(=[O:35])=[O:34])=[N:3][N:4]=3)[CH:7]=2)[CH2:23][CH2:24]1, predict the reactants needed to synthesize it. (5) Given the product [CH3:1][S:2][C:3]1[N:8]=[C:7]([NH:9][C:10]2[CH:15]=[CH:14][CH:13]=[CH:12][CH:11]=2)[C:6]([C:16]([F:28])=[O:18])=[CH:5][N:4]=1, predict the reactants needed to synthesize it. The reactants are: [CH3:1][S:2][C:3]1[N:8]=[C:7]([NH:9][C:10]2[CH:15]=[CH:14][CH:13]=[CH:12][CH:11]=2)[C:6]([C:16]([OH:18])=O)=[CH:5][N:4]=1.C(N(CC)CC)C.N1C(F)=NC(F)=NC=1[F:28].